This data is from Catalyst prediction with 721,799 reactions and 888 catalyst types from USPTO. The task is: Predict which catalyst facilitates the given reaction. (1) Reactant: Br[C:2]1[C:3]2[N:4]([N:8]=[C:9]([NH:11][C:12]3[CH:17]=[CH:16][CH:15]=[CH:14][C:13]=3[O:18][CH3:19])[N:10]=2)[CH:5]=[CH:6][CH:7]=1.[F:20][C:21]([F:32])([F:31])[C:22]1[CH:27]=[CH:26][C:25](B(O)O)=[CH:24][CH:23]=1. Product: [CH3:19][O:18][C:13]1[CH:14]=[CH:15][CH:16]=[CH:17][C:12]=1[NH:11][C:9]1[N:10]=[C:3]2[C:2]([C:25]3[CH:26]=[CH:27][C:22]([C:21]([F:32])([F:31])[F:20])=[CH:23][CH:24]=3)=[CH:7][CH:6]=[CH:5][N:4]2[N:8]=1. The catalyst class is: 140. (2) Reactant: [OH:1][C:2]1[CH:3]=[C:4]([CH:7]=[CH:8][C:9]=1[O:10][C:11]1[CH:20]=[CH:19][C:14]2[B:15]([OH:18])[O:16][CH2:17][C:13]=2[CH:12]=1)[C:5]#[N:6].[CH:21]1(I)[CH2:25][CH2:24][CH2:23][CH2:22]1.CN(C)C=O.[H-].[Na+]. Product: [CH:21]1([O:1][C:2]2[CH:3]=[C:4]([CH:7]=[CH:8][C:9]=2[O:10][C:11]2[CH:20]=[CH:19][C:14]3[B:15]([OH:18])[O:16][CH2:17][C:13]=3[CH:12]=2)[C:5]#[N:6])[CH2:25][CH2:24][CH2:23][CH2:22]1. The catalyst class is: 6. (3) Reactant: [NH2:1][C:2]1[CH:7]=[CH:6][C:5]([S:8]([NH:11][C:12]2[CH:13]=[CH:14][C:15]3[CH2:19][O:18][B:17]([OH:20])[C:16]=3[CH:21]=2)(=[O:10])=[O:9])=[C:4]([CH2:22][NH2:23])[CH:3]=1.Cl[C:25]([O:27][CH:28]([CH3:30])[CH3:29])=[O:26]. Product: [NH2:1][C:2]1[CH:7]=[CH:6][C:5]([S:8](=[O:9])(=[O:10])[NH:11][C:12]2[CH:13]=[CH:14][C:15]3[CH2:19][O:18][B:17]([OH:20])[C:16]=3[CH:21]=2)=[C:4]([CH:3]=1)[CH2:22][NH:23][C:25](=[O:26])[O:27][CH:28]([CH3:30])[CH3:29]. The catalyst class is: 1. (4) Reactant: [OH:1][CH2:2][C:3]1[N:4]=[C:5]([C:8](=[O:10])[CH3:9])[S:6][CH:7]=1.[C:11]([Mg]Br)#[CH:12]. Product: [OH:1][CH2:2][C:3]1[N:4]=[C:5]([C:8]([OH:10])([C:11]#[CH:12])[CH3:9])[S:6][CH:7]=1. The catalyst class is: 1. (5) Reactant: C(N[C:6](=O)[N:7]([CH:15]1[CH2:20][CH2:19][CH2:18][CH2:17][CH2:16]1)[CH2:8][CH2:9][CH2:10][CH2:11][CH2:12][CH2:13][OH:14])(C)(C)C.[CH:22]1[CH:23]=[CH:24][NH+]=[CH:26][CH:27]=1.[O-][Cr](Cl)(=O)=O. Product: [CH:15]1([N:7]([CH:6]2[CH2:24][CH2:23][CH2:22][CH2:27][CH2:26]2)[CH2:8][CH2:9][CH2:10][CH2:11][CH2:12][CH:13]=[O:14])[CH2:16][CH2:17][CH2:18][CH2:19][CH2:20]1. The catalyst class is: 2. (6) The catalyst class is: 142. Reactant: [NH2:1][C@H:2]1[CH2:7][CH2:6][N:5]([C:8]([O:10][C:11]([CH3:14])([CH3:13])[CH3:12])=[O:9])[CH2:4][C@H:3]1[O:15][CH3:16].[CH2:17]([C:19]1[NH:23][C:22]([C:24](O)=[O:25])=[N:21][CH:20]=1)[CH3:18].CCN=C=NCCCN(C)C.Cl. Product: [CH2:17]([C:19]1[NH:23][C:22]([C:24]([NH:1][C@H:2]2[CH2:7][CH2:6][N:5]([C:8]([O:10][C:11]([CH3:12])([CH3:13])[CH3:14])=[O:9])[CH2:4][C@H:3]2[O:15][CH3:16])=[O:25])=[N:21][CH:20]=1)[CH3:18]. (7) Reactant: [NH2:1][CH2:2][CH2:3][CH2:4][CH2:5][C:6]([CH3:13])([CH3:12])[C:7]([O:9][CH2:10][CH3:11])=[O:8].[C:14]([N:21]1[CH:25]=[CH:24]N=C1)(N1C=CN=C1)=[O:15]. Product: [CH2:10]([O:9][C:7]([C:6]([CH3:12])([CH3:13])[CH2:5][CH2:4][CH2:3][CH2:2][NH:1][C:14]([NH:21][CH2:25][CH2:24][CH2:4][CH2:5][C:6]([CH3:13])([C:7]([O:9][CH2:10][CH3:11])=[O:8])[CH3:12])=[O:15])=[O:8])[CH3:11]. The catalyst class is: 4. (8) Reactant: C([O:8][CH2:9][CH2:10][NH:11][C:12](=[O:35])[N:13]([C@@H:19]([CH2:28][C:29]1[CH:34]=[CH:33][CH:32]=[CH:31][CH:30]=1)[C:20]([NH:22][CH2:23][CH2:24][N:25]([CH3:27])[CH3:26])=[O:21])[CH2:14][CH2:15][CH:16]([CH3:18])[CH3:17])C1C=CC=CC=1. Product: [CH3:27][N:25]([CH3:26])[CH2:24][CH2:23][NH:22][C:20](=[O:21])[C@@H:19]([N:13]([CH2:14][CH2:15][CH:16]([CH3:17])[CH3:18])[C:12]([NH:11][CH2:10][CH2:9][OH:8])=[O:35])[CH2:28][C:29]1[CH:30]=[CH:31][CH:32]=[CH:33][CH:34]=1. The catalyst class is: 105. (9) Reactant: [CH2:1]([N:3]([CH2:14][CH2:15][O:16][CH3:17])[CH2:4][C@H:5]([C:8]1[CH:13]=[CH:12][CH:11]=[CH:10][CH:9]=1)[NH:6][CH3:7])[CH3:2].[Cl:18][C:19]1[CH:20]=[C:21]([CH2:26][C:27]([OH:29])=O)[CH:22]=[CH:23][C:24]=1[Cl:25].C(N(CC)C(C)C)(C)C.F[B-](F)(F)F.N1(OC(N(C)C)=[N+](C)C)C2C=CC=CC=2N=N1. The catalyst class is: 245. Product: [Cl:18][C:19]1[CH:20]=[C:21]([CH2:26][C:27]([N:6]([C@@H:5]([C:8]2[CH:9]=[CH:10][CH:11]=[CH:12][CH:13]=2)[CH2:4][N:3]([CH2:1][CH3:2])[CH2:14][CH2:15][O:16][CH3:17])[CH3:7])=[O:29])[CH:22]=[CH:23][C:24]=1[Cl:25].